This data is from Catalyst prediction with 721,799 reactions and 888 catalyst types from USPTO. The task is: Predict which catalyst facilitates the given reaction. (1) Reactant: [C:1]([C:4]1[C:22](=[O:23])[C@@:8]2([CH3:24])[C:9]3[C:15]([OH:16])=[CH:14][C:13]([O:17][CH3:18])=[C:12]([C:19]([NH2:21])=[O:20])[C:10]=3[O:11][C:7]2=[CH:6][C:5]=1[OH:25])(=[O:3])[CH3:2].[F:26][C:27]1[CH:34]=[CH:33][C:32]([F:35])=[CH:31][C:28]=1[CH:29]=O.C([SiH](CC)CC)C.FC(F)(F)C(O)=O. Product: [C:1]([C:4]1[C:22](=[O:23])[C@@:8]2([CH3:24])[C:9]3[C:15]([OH:16])=[CH:14][C:13]([O:17][CH3:18])=[C:12]([C:19]([NH:21][CH2:29][C:28]4[CH:31]=[C:32]([F:35])[CH:33]=[CH:34][C:27]=4[F:26])=[O:20])[C:10]=3[O:11][C:7]2=[CH:6][C:5]=1[OH:25])(=[O:3])[CH3:2]. The catalyst class is: 11. (2) Reactant: [NH:1]1[CH:5]=[C:4]([C:6]([O:8]CC)=[O:7])[CH:3]=[N:2]1.C([O-])([O-])=O.[K+].[K+].[F:17][C:18]1[CH:25]=[CH:24][C:21]([CH2:22]Br)=[CH:20][CH:19]=1.[OH-].[K+]. Product: [F:17][C:18]1[CH:25]=[CH:24][C:21]([CH2:22][N:2]2[CH:3]=[C:4]([C:6]([OH:8])=[O:7])[CH:5]=[N:1]2)=[CH:20][CH:19]=1. The catalyst class is: 95. (3) Reactant: [CH:1]1([C@H:5]([NH:7][C:8]2[N:16]=[C:15]([C:17]([O:19][CH3:20])=[O:18])[N:14]=[C:13]3[C:9]=2[N:10]([CH2:31][C@H:32]2[CH2:37][CH2:36][C@H:35]([CH3:38])[CH2:34][CH2:33]2)[C:11]([C:21]2[CH:26]=[C:25]([C:27]([CH3:29])=[CH2:28])[C:24]([F:30])=[CH:23][N:22]=2)=[N:12]3)[CH3:6])[CH2:4][CH2:3][CH2:2]1.ClC(C1C(F)=CN=C(C2N(C[C@H]3CC[C@H](C)CC3)C3C(=NC(C(OC)=O)=NC=3N[C@@H](C3CCC3)C)N=2)C=1)(C)C. Product: [CH:1]1([C@H:5]([NH:7][C:8]2[N:16]=[C:15]([C:17]([O:19][CH3:20])=[O:18])[N:14]=[C:13]3[C:9]=2[N:10]([CH2:31][C@H:32]2[CH2:33][CH2:34][C@H:35]([CH3:38])[CH2:36][CH2:37]2)[C:11]([C:21]2[CH:26]=[C:25]([CH:27]([CH3:29])[CH3:28])[C:24]([F:30])=[CH:23][N:22]=2)=[N:12]3)[CH3:6])[CH2:2][CH2:3][CH2:4]1. The catalyst class is: 515.